Dataset: Forward reaction prediction with 1.9M reactions from USPTO patents (1976-2016). Task: Predict the product of the given reaction. (1) Given the reactants CS[C:3]1N=C(N)C=C(C2C=CC=CN=2)[N:4]=1.O1[CH:20]=[CH:19][CH:18]=[C:17]1[C:21]1[N:26]=[C:25]([S:27]([CH3:30])(=[O:29])=[O:28])[N:24]=[C:23]([NH2:31])[CH:22]=1, predict the reaction product. The product is: [CH3:30][S:27]([C:25]1[N:24]=[C:23]([NH2:31])[CH:22]=[C:21]([C:17]2[CH:18]=[CH:19][CH:20]=[CH:3][N:4]=2)[N:26]=1)(=[O:29])=[O:28]. (2) Given the reactants [CH3:1][N:2]1[C@@H:19]2[CH2:20][C:7]3[CH:8]=[CH:9][C:10]([O:22][CH3:23])=[C:11]4[O:12][C@H:13]5[C:14]([CH2:16][CH2:17][C@:18]2([OH:21])[C@:5]5([C:6]=34)[CH2:4][CH2:3]1)=[O:15].[ClH:24].C(O)C, predict the reaction product. The product is: [CH3:1][N:2]1[C@@H:19]2[CH2:20][C:7]3[CH:8]=[CH:9][C:10]([O:22][CH3:23])=[C:11]4[O:12][C@H:13]5[C:14]([CH2:16][CH2:17][C@:18]2([OH:21])[C@:5]5([C:6]=34)[CH2:4][CH2:3]1)=[O:15].[ClH:24]. (3) Given the reactants [F:1][C:2]1[C:7]([C:8](=[O:10])[CH3:9])=[CH:6][CH:5]=[CH:4][N:3]=1.[Br:11]Br, predict the reaction product. The product is: [BrH:11].[Br:11][CH2:9][C:8]([C:7]1[C:2]([F:1])=[N:3][CH:4]=[CH:5][CH:6]=1)=[O:10]. (4) Given the reactants [O:1]1[C:5]2[CH:6]=[CH:7][C:8]([C:10]3[N:14]([CH3:15])[C:13]([CH:16]=O)=[N:12][CH:11]=3)=[CH:9][C:4]=2[O:3][CH2:2]1.[CH3:18][NH2:19], predict the reaction product. The product is: [O:1]1[C:5]2[CH:6]=[CH:7][C:8]([C:10]3[N:14]([CH3:15])[C:13](/[CH:16]=[N:19]/[CH3:18])=[N:12][CH:11]=3)=[CH:9][C:4]=2[O:3][CH2:2]1. (5) Given the reactants C([O:3][C:4]([C:6]1[NH:7][C:8]2[C:13]([CH:14]=1)=[CH:12][C:11](Br)=[CH:10][CH:9]=2)=[O:5])C.[C:16]([C:20]1[CH:25]=[CH:24][C:23](B(O)O)=[CH:22][CH:21]=1)([CH3:19])([CH3:18])[CH3:17].[CH:29]([O:32][C:33]1[CH:38]=[CH:37][C:36](B(O)O)=[CH:35][CH:34]=1)([CH3:31])[CH3:30].Br[C:43]1[CH:48]=[CH:47][C:46]([NH:49][CH:50]([CH3:52])[CH3:51])=[CH:45][CH:44]=1, predict the reaction product. The product is: [C:16]([C:20]1[CH:25]=[CH:24][C:23]([C:11]2[CH:12]=[C:13]3[C:8](=[CH:9][CH:10]=2)[N:7]([C:43]2[CH:48]=[CH:47][C:46]([NH:49][CH:50]([CH3:52])[CH3:51])=[CH:45][CH:44]=2)[C:6]([C:4]([OH:3])=[O:5])=[C:14]3[C:36]2[CH:37]=[CH:38][C:33]([O:32][CH:29]([CH3:31])[CH3:30])=[CH:34][CH:35]=2)=[CH:22][CH:21]=1)([CH3:19])([CH3:18])[CH3:17].